From a dataset of Catalyst prediction with 721,799 reactions and 888 catalyst types from USPTO. Predict which catalyst facilitates the given reaction. Reactant: Br[CH:2]([CH:6]([CH3:8])[CH3:7])[C:3](O)=[O:4].O=S(Cl)Cl.[F:13][C:14]1[CH:19]=[CH:18][C:17]([NH2:20])=[CH:16][CH:15]=1.[F:21][C:22]([F:42])([F:41])[CH2:23][O:24][C:25]1[CH:30]=[CH:29][C:28]([N:31]2[CH2:36][CH2:35][CH:34]3[CH2:37][NH:38][CH2:39][CH:33]3[C:32]2=[O:40])=[CH:27][CH:26]=1.C([O-])([O-])=O.[K+].[K+]. Product: [F:13][C:14]1[CH:19]=[CH:18][C:17]([NH:20][C:3](=[O:4])[CH:2]([N:38]2[CH2:37][CH:34]3[CH:33]([C:32](=[O:40])[N:31]([C:28]4[CH:29]=[CH:30][C:25]([O:24][CH2:23][C:22]([F:21])([F:41])[F:42])=[CH:26][CH:27]=4)[CH2:36][CH2:35]3)[CH2:39]2)[CH:6]([CH3:8])[CH3:7])=[CH:16][CH:15]=1. The catalyst class is: 606.